From a dataset of Reaction yield outcomes from USPTO patents with 853,638 reactions. Predict the reaction yield, written as a fraction of the theoretical maximum amount of product (1.0 means a 100% yield; for example, 0.34 means a 34% yield). (1) The reactants are O[CH2:2][C:3]1[S:7][C:6]([C:8]2[CH:15]=[CH:14][CH:13]=[CH:12][C:9]=2[C:10]#[N:11])=[CH:5][CH:4]=1.[Br-:16].[Br-].[Br-].P. The catalyst is C1(C)C=CC=CC=1. The product is [Br:16][CH2:2][C:3]1[S:7][C:6]([C:8]2[CH:15]=[CH:14][CH:13]=[CH:12][C:9]=2[C:10]#[N:11])=[CH:5][CH:4]=1. The yield is 0.950. (2) The reactants are [C:1]([C:4]1[CH:5]=[C:6]2[C:11](=[O:12])[O:10][C:8](=O)[C:7]2=[CH:13][CH:14]=1)([OH:3])=[O:2].[NH2:15][CH2:16][CH2:17][C:18]([OH:20])=[O:19]. No catalyst specified. The product is [C:1]([C:4]1[CH:5]=[C:6]2[C:11](=[O:12])[N:15]([CH2:16][CH2:17][C:18]([OH:20])=[O:19])[C:8](=[O:10])[C:7]2=[CH:13][CH:14]=1)([OH:3])=[O:2]. The yield is 0.780. (3) The reactants are [OH:1][CH:2]([C:6]1[CH:11]=[CH:10][C:9]([C:12]2[N:16]=[C:15]([C:17]3[O:21][N:20]=[C:19]([C:22]4[CH:27]=[CH:26][CH:25]=[CH:24][CH:23]=4)[C:18]=3[C:28]([F:31])([F:30])[F:29])[O:14][N:13]=2)=[CH:8][CH:7]=1)[C:3](O)=[O:4].C[N:33]1[CH2:38][CH2:37][O:36]CC1.[CH3:39][N:40](C(ON1N=NC2C=CC=NC1=2)=[N+](C)C)C.F[P-](F)(F)(F)(F)F. The catalyst is CN(C=O)C. The product is [OH:1][CH:2]([C:6]1[CH:7]=[CH:8][C:9]([C:12]2[N:16]=[C:15]([C:17]3[O:21][N:20]=[C:19]([C:22]4[CH:23]=[CH:24][CH:25]=[CH:26][CH:27]=4)[C:18]=3[C:28]([F:31])([F:29])[F:30])[O:14][N:13]=2)=[CH:10][CH:11]=1)[C:3]([NH:33][CH2:38][C:37]([NH:40][CH3:39])=[O:36])=[O:4]. The yield is 0.200. (4) The reactants are [Br:1][C:2]1[CH:3]=[C:4]2[C:10]([I:11])=[CH:9][NH:8][C:5]2=[N:6][CH:7]=1.[H-].[Na+].[C:14]1([CH3:24])[CH:19]=[CH:18][C:17]([S:20](Cl)(=[O:22])=[O:21])=[CH:16][CH:15]=1.Cl. The catalyst is C1COCC1. The product is [Br:1][C:2]1[CH:3]=[C:4]2[C:10]([I:11])=[CH:9][N:8]([S:20]([C:17]3[CH:18]=[CH:19][C:14]([CH3:24])=[CH:15][CH:16]=3)(=[O:22])=[O:21])[C:5]2=[N:6][CH:7]=1. The yield is 0.810. (5) The reactants are [Br:1][C:2]1[CH:9]=[CH:8][C:5]([C:6]#[N:7])=[C:4](F)[CH:3]=1.C(NC(C)C)(C)C.Cl.Cl.[F:20][C:21]1[CH:29]=[CH:28][CH:27]=[CH:26][C:22]=1[CH2:23][NH:24][NH2:25].O. The catalyst is C(O)CCC.C(OCC)(=O)C. The product is [Br:1][C:2]1[CH:3]=[CH:4][C:5]2[C:8]([CH:9]=1)=[N:25][N:24]([CH2:23][C:22]1[CH:26]=[CH:27][CH:28]=[CH:29][C:21]=1[F:20])[C:6]=2[NH2:7]. The yield is 0.310. (6) The reactants are [OH:1][C:2]([CH3:35])([CH3:34])[CH2:3][C@@:4]1([C:28]2[CH:33]=[CH:32][CH:31]=[CH:30][CH:29]=2)[O:9][C:8](=[O:10])[N:7]([C@H:11]([C:13]2[CH:18]=[CH:17][C:16](B3OC(C)(C)C(C)(C)O3)=[CH:15][CH:14]=2)[CH3:12])[CH2:6][CH2:5]1.Br[C:37]1[CH:38]=[CH:39][C:40](=[O:44])[N:41]([CH3:43])[CH:42]=1. The catalyst is O1CCOCC1.Cl[Pd](Cl)([P](C1C=CC=CC=1)(C1C=CC=CC=1)C1C=CC=CC=1)[P](C1C=CC=CC=1)(C1C=CC=CC=1)C1C=CC=CC=1. The product is [OH:1][C:2]([CH3:34])([CH3:35])[CH2:3][C@@:4]1([C:28]2[CH:33]=[CH:32][CH:31]=[CH:30][CH:29]=2)[O:9][C:8](=[O:10])[N:7]([C@H:11]([C:13]2[CH:14]=[CH:15][C:16]([C:37]3[CH:38]=[CH:39][C:40](=[O:44])[N:41]([CH3:43])[CH:42]=3)=[CH:17][CH:18]=2)[CH3:12])[CH2:6][CH2:5]1. The yield is 0.350. (7) The reactants are [OH:1][C:2]1[CH:3]=[C:4]([CH:10]=[CH:11][C:12]=1O)[C:5]([O:7][CH2:8][CH3:9])=[O:6].Br[CH2:15][CH3:16].[C:17]([O-])([O-])=O.[K+].[K+].CN([CH:26]=[O:27])C. No catalyst specified. The product is [CH2:15]([O:1][C:2]1[CH:3]=[C:4]([CH:10]=[CH:11][C:12]=1[O:27][CH2:26][CH3:17])[C:5]([O:7][CH2:8][CH3:9])=[O:6])[CH3:16]. The yield is 0.900. (8) The reactants are C[Mg]Cl.[Br:4][C:5]1[N:10]=[C:9]([C:11]([C:13]2[CH:18]=[CH:17][CH:16]=[C:15]([Br:19])[N:14]=2)=[O:12])[CH:8]=[CH:7][CH:6]=1.[CH2:20](O)C.[Cl-].[NH4+]. The catalyst is C1COCC1. The product is [Br:19][C:15]1[N:14]=[C:13]([C:11]([C:9]2[CH:8]=[CH:7][CH:6]=[C:5]([Br:4])[N:10]=2)([OH:12])[CH3:20])[CH:18]=[CH:17][CH:16]=1. The yield is 0.986. (9) The reactants are [Br:1][C:2]1[CH:7]=[CH:6][C:5]([C:8]2[O:12][N:11]=[CH:10][C:9]=2[CH2:13][CH2:14][C:15]([OH:17])=[O:16])=[CH:4][CH:3]=1.S(=O)(=O)(O)O.[CH3:23]O. The yield is 0.960. The product is [Br:1][C:2]1[CH:3]=[CH:4][C:5]([C:8]2[O:12][N:11]=[CH:10][C:9]=2[CH2:13][CH2:14][C:15]([O:17][CH3:23])=[O:16])=[CH:6][CH:7]=1. No catalyst specified.